Task: Predict which catalyst facilitates the given reaction.. Dataset: Catalyst prediction with 721,799 reactions and 888 catalyst types from USPTO (1) The catalyst class is: 7. Reactant: [CH2:1]([N:3]([S:20]([C:23]1[S:24][CH:25]=[CH:26][CH:27]=1)(=[O:22])=[O:21])[C:4]1[CH:5]=[C:6]([CH3:19])[C:7]([CH3:18])=[C:8]2[C:12]=1[NH:11][C:10]([C:13]([O:15]CC)=[O:14])=[CH:9]2)[CH3:2].CO.[OH-].[K+].C(O)(=O)CC(CC(O)=O)(C(O)=O)O. Product: [CH2:1]([N:3]([S:20]([C:23]1[S:24][CH:25]=[CH:26][CH:27]=1)(=[O:21])=[O:22])[C:4]1[CH:5]=[C:6]([CH3:19])[C:7]([CH3:18])=[C:8]2[C:12]=1[NH:11][C:10]([C:13]([OH:15])=[O:14])=[CH:9]2)[CH3:2]. (2) Reactant: [BH4-].[Na+].[CH3:3][O:4][C:5]1[N:10]=[C:9]([C:11](OCC)=[O:12])[CH:8]=[CH:7][C:6]=1[C:16]([F:19])([F:18])[F:17].O. Product: [CH3:3][O:4][C:5]1[N:10]=[C:9]([CH2:11][OH:12])[CH:8]=[CH:7][C:6]=1[C:16]([F:19])([F:17])[F:18]. The catalyst class is: 5. (3) Product: [C:28]([O:27][C:25]([NH:24][C:21]1[CH:22]=[CH:23][C:18]([C:15](=[O:17])[CH2:16][C:4](=[O:10])[C:5]([O:7][CH2:8][CH3:9])=[O:6])=[N:19][CH:20]=1)=[O:26])([CH3:31])([CH3:29])[CH3:30]. Reactant: C(O[C:4](=[O:10])[C:5]([O:7][CH2:8][CH3:9])=[O:6])C.[O-]CC.[Na+].[C:15]([C:18]1[CH:23]=[CH:22][C:21]([NH:24][C:25]([O:27][C:28]([CH3:31])([CH3:30])[CH3:29])=[O:26])=[CH:20][N:19]=1)(=[O:17])[CH3:16]. The catalyst class is: 8. (4) The catalyst class is: 102. Product: [Cl:22][C:11]1[CH:12]=[C:13]([C:14]([N:16]([CH3:18])[CH3:17])=[O:15])[CH:19]=[C:20]([Cl:21])[C:10]=1[C:9]([NH:8][C:6]1[CH:5]=[CH:4][N:3]=[C:2]([NH:24][C:53]([CH:58]2[CH2:32][CH2:72]2)=[O:52])[CH:7]=1)=[O:23]. Reactant: Br[C:2]1[CH:7]=[C:6]([NH:8][C:9](=[O:23])[C:10]2[C:20]([Cl:21])=[CH:19][C:13]([C:14]([N:16]([CH3:18])[CH3:17])=[O:15])=[CH:12][C:11]=2[Cl:22])[CH:5]=[CH:4][N:3]=1.[N:24]1C=CC(N)=NC=1.C[C:32]1([CH3:72])[C:58]2[C:53](=C(P(C3C=CC=CC=3)C3C=CC=CC=3)C=CC=2)[O:52]C2C(P(C3C=CC=CC=3)C3C=CC=CC=3)=CC=CC1=2.C([O-])([O-])=O.[Cs+].[Cs+]. (5) Reactant: [CH3:1][O:2][C:3]([C:5]1[C:9]2[N:10]=[CH:11][NH:12][C:13](=[O:14])[C:8]=2[N:7]([CH2:15][C:16]#[C:17][CH3:18])[C:6]=1[Cl:19])=[O:4].Br[CH2:21][C:22]([C:24]1[CH:29]=[CH:28][CH:27]=[C:26]([O:30][CH3:31])[CH:25]=1)=[O:23].C(=O)([O-])[O-].[K+].[K+]. Product: [CH3:1][O:2][C:3]([C:5]1[C:9]2[N:10]=[CH:11][N:12]([CH2:21][C:22]([C:24]3[CH:29]=[CH:28][CH:27]=[C:26]([O:30][CH3:31])[CH:25]=3)=[O:23])[C:13](=[O:14])[C:8]=2[N:7]([CH2:15][C:16]#[C:17][CH3:18])[C:6]=1[Cl:19])=[O:4]. The catalyst class is: 3. (6) Reactant: Br[C:2]1[C:3]([C:22]([O:24][CH2:25][CH3:26])=[O:23])=[N:4][N:5]([CH2:8][C:9]2[CH:14]=[CH:13][C:12]([C:15]([O:17][C:18]([CH3:21])([CH3:20])[CH3:19])=[O:16])=[CH:11][CH:10]=2)[C:6]=1[CH3:7].[Cl:27][C:28]1[CH:35]=[C:34](B2OC(C)(C)C(C)(C)O2)[CH:33]=[CH:32][C:29]=1[C:30]#[N:31].C(N(CC)CC)C.[Cl-].[NH4+]. Product: [C:18]([O:17][C:15]([C:12]1[CH:13]=[CH:14][C:9]([CH2:8][N:5]2[C:6]([CH3:7])=[C:2]([C:34]3[CH:33]=[CH:32][C:29]([C:30]#[N:31])=[C:28]([Cl:27])[CH:35]=3)[C:3]([C:22]([O:24][CH2:25][CH3:26])=[O:23])=[N:4]2)=[CH:10][CH:11]=1)=[O:16])([CH3:21])([CH3:20])[CH3:19]. The catalyst class is: 20. (7) Reactant: [CH2:1]([N:3]1[C:7](=[NH:8])/[C:6](=[CH:9]/[C:10]2[CH:15]=[CH:14][C:13]([O:16][CH2:17][C:18]3[CH:23]=[CH:22][CH:21]=[CH:20][C:19]=3[C:24]([F:27])([F:26])[F:25])=[C:12]([O:28][CH3:29])[CH:11]=2)/[N:5]([CH3:30])[C:4]1=[O:31])[CH3:2].[C:32](=O)([O-])[O-].[K+].[K+].IC.O. Product: [CH2:1]([N:3]1[C:4](=[O:31])[N:5]([CH3:30])/[C:6](=[CH:9]\[C:10]2[CH:15]=[CH:14][C:13]([O:16][CH2:17][C:18]3[CH:23]=[CH:22][CH:21]=[CH:20][C:19]=3[C:24]([F:26])([F:25])[F:27])=[C:12]([O:28][CH3:29])[CH:11]=2)/[C:7]/1=[N:8]\[CH3:32])[CH3:2]. The catalyst class is: 9. (8) Reactant: [CH2:1]([O:3][C:4]1[CH:9]=[CH:8][C:7]([N:10]2[C:14]3=[N:15][CH:16]=[C:17]([C:19]#[C:20][C:21]4[CH:26]=[CH:25][C:24]([CH2:27][CH3:28])=[CH:23][CH:22]=4)[CH:18]=[C:13]3[N:12]=[CH:11]2)=[CH:6][CH:5]=1)[CH3:2]. Product: [CH2:1]([O:3][C:4]1[CH:5]=[CH:6][C:7]([N:10]2[C:14]3=[N:15][CH:16]=[C:17]([CH2:19][CH2:20][C:21]4[CH:22]=[CH:23][C:24]([CH2:27][CH3:28])=[CH:25][CH:26]=4)[CH:18]=[C:13]3[N:12]=[CH:11]2)=[CH:8][CH:9]=1)[CH3:2]. The catalyst class is: 19. (9) Reactant: [CH3:1][O:2][CH:3]([O:6][CH3:7])[CH2:4][NH2:5].C(N(CC)CC)C.[Cl:15][CH2:16][CH2:17][CH2:18][S:19](Cl)(=[O:21])=[O:20]. Product: [CH3:1][O:2][CH:3]([O:6][CH3:7])[CH2:4][NH:5][S:19]([CH2:18][CH2:17][CH2:16][Cl:15])(=[O:21])=[O:20]. The catalyst class is: 4.